Predict the reactants needed to synthesize the given product. From a dataset of Full USPTO retrosynthesis dataset with 1.9M reactions from patents (1976-2016). The reactants are: [CH2:1]([C:3]1[C:8](B2OC(C)(C)C(C)(C)O2)=[CH:7][CH:6]=[CH:5][C:4]=1[CH:18]1[CH2:23][CH2:22][N:21]([C:24]([O:26][C:27]([CH3:30])([CH3:29])[CH3:28])=[O:25])[CH2:20][CH2:19]1)[CH3:2].Br[C:32]1[N:36]=[C:35]([C:37]2[CH:38]=[CH:39][C:40]([CH2:45][CH:46]([CH3:48])[CH3:47])=[C:41]([CH:44]=2)[C:42]#[N:43])[S:34][N:33]=1.P([O-])([O-])([O-])=O.[K+].[K+].[K+]. Given the product [C:42]([C:41]1[CH:44]=[C:37]([C:35]2[S:34][N:33]=[C:32]([C:8]3[C:3]([CH2:1][CH3:2])=[C:4]([CH:18]4[CH2:19][CH2:20][N:21]([C:24]([O:26][C:27]([CH3:29])([CH3:30])[CH3:28])=[O:25])[CH2:22][CH2:23]4)[CH:5]=[CH:6][CH:7]=3)[N:36]=2)[CH:38]=[CH:39][C:40]=1[CH2:45][CH:46]([CH3:48])[CH3:47])#[N:43], predict the reactants needed to synthesize it.